This data is from Peptide-MHC class II binding affinity with 134,281 pairs from IEDB. The task is: Regression. Given a peptide amino acid sequence and an MHC pseudo amino acid sequence, predict their binding affinity value. This is MHC class II binding data. The binding affinity (normalized) is 0.133. The peptide sequence is AAPAAGYTPATPAAP. The MHC is DRB4_0101 with pseudo-sequence DRB4_0103.